This data is from Full USPTO retrosynthesis dataset with 1.9M reactions from patents (1976-2016). The task is: Predict the reactants needed to synthesize the given product. (1) Given the product [OH:6][CH2:5][C:4]1[CH:3]=[C:2]([CH:9]=[CH:8][CH:7]=1)[O:1][CH2:21][C:22]#[N:23], predict the reactants needed to synthesize it. The reactants are: [OH:1][C:2]1[CH:3]=[C:4]([CH:7]=[CH:8][CH:9]=1)[CH2:5][OH:6].CC(C)=O.C(=O)([O-])[O-].[K+].[K+].Br[CH2:21][C:22]#[N:23]. (2) Given the product [CH2:1]([O:3][C:4](=[O:8])[C:5]([NH:22][NH:21][C:19]([C:18]1[C:13]([NH:12][CH:9]([CH3:11])[CH3:10])=[N:14][C:15]([C:23]2[CH:28]=[CH:27][CH:26]=[C:25]([C:29]3[CH:30]=[N:31][N:32]([CH3:34])[CH:33]=3)[CH:24]=2)=[N:16][CH:17]=1)=[O:20])=[O:6])[CH3:2], predict the reactants needed to synthesize it. The reactants are: [CH2:1]([O:3][C:4](=[O:8])[C:5](Cl)=[O:6])[CH3:2].[CH:9]([NH:12][C:13]1[C:18]([C:19]([NH:21][NH2:22])=[O:20])=[CH:17][N:16]=[C:15]([C:23]2[CH:28]=[CH:27][CH:26]=[C:25]([C:29]3[CH:30]=[N:31][N:32]([CH3:34])[CH:33]=3)[CH:24]=2)[N:14]=1)([CH3:11])[CH3:10]. (3) Given the product [F:17][C:14]([F:15])([F:16])[CH:13]([O:18][CH3:19])[CH2:12][CH2:11][CH:28]([S:25]([CH2:24][CH2:23][C:22]([F:33])([F:34])[F:21])(=[O:27])=[O:26])[C:29]([O:31][CH3:32])=[O:30], predict the reactants needed to synthesize it. The reactants are: C1(C)C=CC(S(O[CH2:11][CH2:12][CH:13]([O:18][CH3:19])[C:14]([F:17])([F:16])[F:15])(=O)=O)=CC=1.[F:21][C:22]([F:34])([F:33])[CH2:23][CH2:24][S:25]([CH2:28][C:29]([O:31][CH3:32])=[O:30])(=[O:27])=[O:26].C(=O)([O-])[O-].[K+].[K+].Cl. (4) Given the product [CH3:12][S:13]([C:16]1[CH:23]=[CH:22][C:19]([CH:20]=[C:27]2[CH2:28][CH2:29][CH2:30][C:25]2=[O:9])=[CH:18][CH:17]=1)(=[O:15])=[O:14], predict the reactants needed to synthesize it. The reactants are: C1(N2CC[O:9]CC2)CCCC=1.[CH3:12][S:13]([C:16]1[CH:23]=[CH:22][C:19]([CH:20]=O)=[CH:18][CH:17]=1)(=[O:15])=[O:14].Cl.[CH:25]1[CH:30]=[CH:29][CH:28]=[CH:27]C=1. (5) The reactants are: C(OC([N:8]1[CH2:13][CH2:12][C:11]2([CH2:18][CH2:17][N:16]([C:19]([N:21]3[C@@:25]([C:27]4[CH:32]=[CH:31][C:30]([Cl:33])=[CH:29][CH:28]=4)([CH3:26])[C@@:24]([C:35]4[CH:40]=[CH:39][C:38]([Cl:41])=[CH:37][CH:36]=4)([CH3:34])[N:23]=[C:22]3[C:42]3[CH:43]=[N:44][C:45]([C:51]([CH3:54])([CH3:53])[CH3:52])=[CH:46][C:47]=3[O:48][CH2:49][CH3:50])=[O:20])[CH2:15][CH2:14]2)[CH2:10][CH2:9]1)=O)(C)(C)C.FC(F)(F)C(O)=O. Given the product [C:51]([C:45]1[N:44]=[CH:43][C:42]([C:22]2[N:21]([C:19]([N:16]3[CH2:15][CH2:14][C:11]4([CH2:12][CH2:13][NH:8][CH2:9][CH2:10]4)[CH2:18][CH2:17]3)=[O:20])[C@@:25]([C:27]3[CH:32]=[CH:31][C:30]([Cl:33])=[CH:29][CH:28]=3)([CH3:26])[C@@:24]([C:35]3[CH:36]=[CH:37][C:38]([Cl:41])=[CH:39][CH:40]=3)([CH3:34])[N:23]=2)=[C:47]([O:48][CH2:49][CH3:50])[CH:46]=1)([CH3:52])([CH3:53])[CH3:54], predict the reactants needed to synthesize it. (6) The reactants are: [N:1]1([C:6]2[CH:23]=[CH:22][C:9]([CH2:10][C:11]3[CH:19]=[C:18]4[C:14]([CH2:15][NH:16][C:17]4=[O:20])=[CH:13][C:12]=3[CH3:21])=[CH:8][CH:7]=2)[CH:5]=[CH:4][CH:3]=[N:2]1.C(=O)([O-])[O-].[K+].[K+].F[C:31]1[C:38]([F:39])=[CH:37][CH:36]=[CH:35][C:32]=1[C:33]#[N:34]. Given the product [F:39][C:38]1[C:31]([N:16]2[CH2:15][C:14]3[C:18](=[CH:19][C:11]([CH2:10][C:9]4[CH:22]=[CH:23][C:6]([N:1]5[CH:5]=[CH:4][CH:3]=[N:2]5)=[CH:7][CH:8]=4)=[C:12]([CH3:21])[CH:13]=3)[C:17]2=[O:20])=[C:32]([CH:35]=[CH:36][CH:37]=1)[C:33]#[N:34], predict the reactants needed to synthesize it.